Dataset: Forward reaction prediction with 1.9M reactions from USPTO patents (1976-2016). Task: Predict the product of the given reaction. (1) Given the reactants [OH:1][CH:2]([C:10]1[CH:19]=[CH:18][C:13]2[C:14](=[O:17])[O:15][CH2:16][C:12]=2[C:11]=1[CH3:20])[CH2:3][N:4]1[CH2:9][CH2:8][NH:7][CH2:6][CH2:5]1.[F:21][C:22]1[CH:29]=[C:28]([CH:30]2[CH2:32][O:31]2)[CH:27]=[CH:26][C:23]=1[C:24]#[N:25], predict the reaction product. The product is: [F:21][C:22]1[CH:29]=[C:28]([CH:30]([OH:31])[CH2:32][N:7]2[CH2:8][CH2:9][N:4]([CH2:3][CH:2]([OH:1])[C:10]3[CH:19]=[CH:18][C:13]4[C:14](=[O:17])[O:15][CH2:16][C:12]=4[C:11]=3[CH3:20])[CH2:5][CH2:6]2)[CH:27]=[CH:26][C:23]=1[C:24]#[N:25]. (2) Given the reactants [C:1]1([CH3:11])[CH:6]=[CH:5][C:4]([S:7](Cl)(=[O:9])=[O:8])=[CH:3][CH:2]=1.[CH2:12]([O:14][CH2:15][CH2:16][O:17][CH2:18][CH2:19][O:20][CH2:21][CH2:22][OH:23])[CH3:13], predict the reaction product. The product is: [CH3:11][C:1]1[CH:6]=[CH:5][C:4]([S:7]([OH:14])(=[O:9])=[O:8])=[CH:3][CH:2]=1.[CH2:12]([O:14][CH2:15][CH2:16][O:17][CH2:18][CH2:19][O:20][CH2:21][CH2:22][OH:23])[CH3:13]. (3) The product is: [CH3:36][C:31]1[C:30]([C:16]2[CH:15]=[C:14]([F:13])[C:19]([C:2]3[N:7]=[C:6]([C:8]([O:10][CH3:11])=[O:9])[CH:5]=[CH:4][C:3]=3[F:12])=[C:18]([F:29])[CH:17]=2)=[C:34]([CH3:35])[O:33][N:32]=1. Given the reactants Br[C:2]1[N:7]=[C:6]([C:8]([O:10][CH3:11])=[O:9])[CH:5]=[CH:4][C:3]=1[F:12].[F:13][C:14]1[CH:15]=[C:16]([C:30]2[C:31]([CH3:36])=[N:32][O:33][C:34]=2[CH3:35])[CH:17]=[C:18]([F:29])[C:19]=1B1OC(C)(C)C(C)(C)O1, predict the reaction product. (4) Given the reactants N1CC1.[C:4]([Cl:14])(=[O:13])[CH:5]=[CH:6][C:7]1[CH:12]=[CH:11][CH:10]=[CH:9][CH:8]=1, predict the reaction product. The product is: [C:4]([Cl:14])(=[O:13])[CH:5]=[CH:6][C:7]1[CH:8]=[CH:9][CH:10]=[CH:11][CH:12]=1. (5) The product is: [NH2:25][CH:19]1[CH2:20][CH2:21][N:16]([CH2:15][C:5]2[N:4]([CH2:3][C:2]([CH3:24])([CH3:23])[CH3:1])[C:8]3[N:9]=[C:10]([C:13]#[N:14])[N:11]=[CH:12][C:7]=3[CH:6]=2)[CH2:17][CH2:18]1. Given the reactants [CH3:1][C:2]([CH3:24])([CH3:23])[CH2:3][N:4]1[C:8]2[N:9]=[C:10]([C:13]#[N:14])[N:11]=[CH:12][C:7]=2[CH:6]=[C:5]1[CH2:15][N:16]1[CH2:21][CH2:20][C:19](=O)[CH2:18][CH2:17]1.[N:25]1N=CN(N)C=1.C(N(CC)CC)C.[O-]S([O-])(=O)=O.[Mg+2].[BH4-].[Na+], predict the reaction product. (6) Given the reactants [C:1]1([C:7]([OH:11])([CH3:10])[CH2:8][OH:9])[CH:6]=[CH:5][CH:4]=[CH:3][CH:2]=1.CCN(C(C)C)C(C)C.[C:21]1([CH3:31])[CH:26]=[CH:25][C:24]([S:27](Cl)(=[O:29])=[O:28])=[CH:23][CH:22]=1, predict the reaction product. The product is: [CH3:31][C:21]1[CH:26]=[CH:25][C:24]([S:27]([O:9][CH2:8][C:7]([OH:11])([C:1]2[CH:6]=[CH:5][CH:4]=[CH:3][CH:2]=2)[CH3:10])(=[O:29])=[O:28])=[CH:23][CH:22]=1.